Dataset: Full USPTO retrosynthesis dataset with 1.9M reactions from patents (1976-2016). Task: Predict the reactants needed to synthesize the given product. Given the product [CH3:23][O:15][C:14]([CH:10]1[CH2:11][C:12](=[O:13])[N:8]([C:5]2[CH:6]=[CH:7][C:2]([OH:1])=[C:3]([CH3:17])[CH:4]=2)[CH2:9]1)=[O:16], predict the reactants needed to synthesize it. The reactants are: [OH:1][C:2]1[CH:7]=[CH:6][C:5]([N:8]2[C:12](=[O:13])[CH2:11][CH:10]([C:14]([OH:16])=[O:15])[CH2:9]2)=[CH:4][C:3]=1[CH3:17].S(=O)(=O)(O)O.[CH3:23]O.